From a dataset of Forward reaction prediction with 1.9M reactions from USPTO patents (1976-2016). Predict the product of the given reaction. (1) Given the reactants C(OC([N:8]1[CH2:13][CH:12]2[CH2:14][CH:9]1[CH2:10][N:11]2[C:15]1[N:20]2[CH:21]=[CH:22][N:23]=[C:19]2[CH:18]=[C:17]([C:24]2[CH:29]=[CH:28][N:27]=[C:26]([NH:30][CH:31]([C:33]3[CH:38]=[CH:37][CH:36]=[CH:35][CH:34]=3)[CH3:32])[CH:25]=2)[N:16]=1)=O)(C)(C)C.CO, predict the reaction product. The product is: [C@H:12]12[CH2:14][C@H:9]([NH:8][CH2:13]1)[CH2:10][N:11]2[C:15]1[N:20]2[CH:21]=[CH:22][N:23]=[C:19]2[CH:18]=[C:17]([C:24]2[CH:29]=[CH:28][N:27]=[C:26]([NH:30][C@H:31]([C:33]3[CH:34]=[CH:35][CH:36]=[CH:37][CH:38]=3)[CH3:32])[CH:25]=2)[N:16]=1. (2) Given the reactants [NH:1]([S:8]([CH2:11][CH2:12][CH2:13][CH2:14][CH2:15][C:16]([O:18][CH2:19][CH3:20])=[O:17])(=[O:10])=[O:9])[C:2]1[CH:7]=[CH:6][CH:5]=[CH:4][CH:3]=1.[H-].[Na+].[CH2:23](Br)[C:24]1[CH:29]=[CH:28][CH:27]=[CH:26][CH:25]=1.O, predict the reaction product. The product is: [CH2:23]([N:1]([S:8]([CH2:11][CH2:12][CH2:13][CH2:14][CH2:15][C:16]([O:18][CH2:19][CH3:20])=[O:17])(=[O:10])=[O:9])[C:2]1[CH:3]=[CH:4][CH:5]=[CH:6][CH:7]=1)[C:24]1[CH:29]=[CH:28][CH:27]=[CH:26][CH:25]=1. (3) Given the reactants Cl.Cl[CH2:3][C:4]1[CH:5]=[N:6][CH:7]=[CH:8][CH:9]=1.C(=O)([O-])[O-].[K+].[K+].[Br:16][C:17]1[CH:30]=[CH:29][CH:28]=[C:27]2[C:18]=1[O:19][C:20]1[CH:21]=[CH:22][C:23]([OH:31])=[CH:24][C:25]=1[CH2:26]2.C(OCC)(=O)C, predict the reaction product. The product is: [Br:16][C:17]1[CH:30]=[CH:29][CH:28]=[C:27]2[C:18]=1[O:19][C:20]1[CH:21]=[CH:22][C:23]([O:31][CH2:3][C:4]3[CH:5]=[N:6][CH:7]=[CH:8][CH:9]=3)=[CH:24][C:25]=1[CH2:26]2. (4) Given the reactants [CH3:1][O:2][C:3]1[CH:8]=[C:7]([N:9]2[CH2:14][CH2:13][O:12][CH2:11][CH2:10]2)[C:6]([N+:15]([O-])=O)=[CH:5][C:4]=1[NH:18][C:19]1[N:24]=[C:23]([N:25]2[CH:29]=[C:28]([CH:30]=O)[C:27]([C:32]3[S:33][CH:34]=[CH:35][CH:36]=3)=[N:26]2)[CH:22]=[CH:21][N:20]=1.[CH3:37][NH:38][CH3:39], predict the reaction product. The product is: [CH3:37][N:38]([CH2:30][C:28]1[C:27]([C:32]2[S:33][CH:34]=[CH:35][CH:36]=2)=[N:26][N:25]([C:23]2[CH:22]=[CH:21][N:20]=[C:19]([NH:18][C:4]3[C:3]([O:2][CH3:1])=[CH:8][C:7]([N:9]4[CH2:14][CH2:13][O:12][CH2:11][CH2:10]4)=[C:6]([NH:15][C:3](=[O:2])[CH:4]=[CH2:5])[CH:5]=3)[N:24]=2)[CH:29]=1)[CH3:39]. (5) The product is: [NH2:8][C:9]1[O:17][C:16]2[C:11](=[N:12][CH:13]=[C:14]([CH2:18][N:19]3[CH2:23][CH2:22][CH:21]([O:24][CH3:25])[CH2:20]3)[CH:15]=2)[C:10]=1[C:26]([NH:28][C:29]1[CH:30]=[N:31][CH:32]=[CH:33][C:34]=1[N:35]1[CH2:40][C@H:39]([C:41]([F:43])([F:44])[F:42])[CH2:38][C@H:37]([NH2:45])[CH2:36]1)=[O:27]. Given the reactants C(OC([NH:8][C:9]1[O:17][C:16]2[C:11](=[N:12][CH:13]=[C:14]([CH2:18][N:19]3[CH2:23][CH2:22][CH:21]([O:24][CH3:25])[CH2:20]3)[CH:15]=2)[C:10]=1[C:26]([NH:28][C:29]1[CH:30]=[N:31][CH:32]=[CH:33][C:34]=1[N:35]1[CH2:40][C@H:39]([C:41]([F:44])([F:43])[F:42])[CH2:38][C@H:37]([NH:45]C(=O)OC(C)(C)C)[CH2:36]1)=[O:27])=O)(C)(C)C.Cl.O1CCOCC1, predict the reaction product. (6) Given the reactants C([O:4][C@@H:5]1[CH2:9][CH2:8][CH2:7][C@H:6]1[CH2:10][CH2:11][CH2:12][CH:13]=[CH2:14])(=O)C.C[O-].[Na+], predict the reaction product. The product is: [CH2:10]([C@@H:6]1[CH2:7][CH2:8][CH2:9][C@H:5]1[OH:4])[CH2:11][CH2:12][CH:13]=[CH2:14]. (7) Given the reactants [CH2:1]([O:3][C:4]([CH2:6][C:7](=O)[CH:8]([O:11][C:12](=O)[C:13]1[CH:18]=[CH:17][C:16]([C:19]([F:22])([F:21])[F:20])=[CH:15][CH:14]=1)[CH2:9][CH3:10])=[O:5])[CH3:2].C([O-])(=O)C.[NH4+:29], predict the reaction product. The product is: [CH2:1]([O:3][C:4](=[O:5])[CH2:6][C:7]1[N:29]=[C:12]([C:13]2[CH:18]=[CH:17][C:16]([C:19]([F:22])([F:21])[F:20])=[CH:15][CH:14]=2)[O:11][C:8]=1[CH2:9][CH3:10])[CH3:2]. (8) Given the reactants [F:1][C:2]1[C:3]([N:12]2[CH2:17][CH2:16][NH:15][CH2:14][CH2:13]2)=[N:4][CH:5]=[C:6]([C:8]([F:11])([F:10])[F:9])[CH:7]=1.[CH2:18]([O:25][C:26]1[CH:34]=[CH:33][C:32]([S:35]([CH3:38])(=[O:37])=[O:36])=[CH:31][C:27]=1[C:28](O)=[O:29])[C:19]1[CH:24]=[CH:23][CH:22]=[CH:21][CH:20]=1, predict the reaction product. The product is: [CH2:18]([O:25][C:26]1[CH:34]=[CH:33][C:32]([S:35]([CH3:38])(=[O:37])=[O:36])=[CH:31][C:27]=1[C:28]([N:15]1[CH2:16][CH2:17][N:12]([C:3]2[C:2]([F:1])=[CH:7][C:6]([C:8]([F:9])([F:10])[F:11])=[CH:5][N:4]=2)[CH2:13][CH2:14]1)=[O:29])[C:19]1[CH:20]=[CH:21][CH:22]=[CH:23][CH:24]=1. (9) The product is: [O:14]1[CH2:15][CH2:16][O:17][CH:13]1[CH2:12][N:7]1[C:8](=[O:11])[CH:9]=[N:10][C:5]2[CH:4]=[CH:3][C:2]([F:19])=[N:18][C:6]1=2. Given the reactants Cl[C:2]1[CH:3]=[CH:4][C:5]2[N:10]=[CH:9][C:8](=[O:11])[N:7]([CH2:12][CH:13]3[O:17][CH2:16][CH2:15][O:14]3)[C:6]=2[N:18]=1.[F-:19].[Cs+].C(OCC)(=O)C.O, predict the reaction product. (10) Given the reactants [O:1]([C:8]1[CH:9]=[C:10]2[C:15](=[CH:16][N:17]=1)[N:14]1[CH:18]=[N:19][N:20]=[C:13]1[CH:12]([NH:21]C(=O)OC(C)(C)C)[CH2:11]2)[C:2]1[CH:7]=[CH:6][CH:5]=[CH:4][CH:3]=1.[ClH:29].NC1CC2C=C(OC3C=CC=CC=3)C=NC=2N2C(=O)NN=C12.Cl, predict the reaction product. The product is: [ClH:29].[O:1]([C:8]1[CH:9]=[C:10]2[C:15](=[CH:16][N:17]=1)[N:14]1[CH:18]=[N:19][N:20]=[C:13]1[CH:12]([NH2:21])[CH2:11]2)[C:2]1[CH:3]=[CH:4][CH:5]=[CH:6][CH:7]=1.